Dataset: Catalyst prediction with 721,799 reactions and 888 catalyst types from USPTO. Task: Predict which catalyst facilitates the given reaction. Reactant: C([O:8][CH:9]1[CH2:15][CH:14]2[N:16]([CH2:17][C@H:18]3[CH2:23][N:22]([S:24]([C:27]4[S:28][CH:29]=[CH:30][CH:31]=4)(=[O:26])=[O:25])[CH2:21][CH2:20][N:19]3[C:32]3[CH:37]=[CH:36][C:35]([C:38]([OH:44])([CH3:43])[C:39]([F:42])([F:41])[F:40])=[CH:34][CH:33]=3)[CH:10]1[CH2:11][O:12][CH2:13]2)C1C=CC=CC=1.C(Cl)Cl.B(Cl)(Cl)Cl. Product: [S:28]1[CH:29]=[CH:30][CH:31]=[C:27]1[S:24]([N:22]1[CH2:21][CH2:20][N:19]([C:32]2[CH:37]=[CH:36][C:35]([C:38]([OH:44])([CH3:43])[C:39]([F:42])([F:41])[F:40])=[CH:34][CH:33]=2)[C@@H:18]([CH2:17][N:16]2[CH:10]3[CH:9]([OH:8])[CH2:15][CH:14]2[CH2:13][O:12][CH2:11]3)[CH2:23]1)(=[O:25])=[O:26]. The catalyst class is: 5.